From a dataset of Full USPTO retrosynthesis dataset with 1.9M reactions from patents (1976-2016). Predict the reactants needed to synthesize the given product. Given the product [Cl:15][C:16]1[CH:17]=[CH:18][C:19]2[N:25]([Cl:12])[C:24]3[CH:26]=[CH:27][CH:28]=[CH:29][C:23]=3[CH:22]=[N:21][C:20]=2[CH:31]=1, predict the reactants needed to synthesize it. The reactants are: CN(C)C1C=CC=CC=1.P(Cl)(Cl)([Cl:12])=O.[Cl:15][C:16]1[CH:17]=[CH:18][C:19]2[NH:25][C:24]3[CH:26]=[CH:27][CH:28]=[CH:29][C:23]=3[C:22](=O)[NH:21][C:20]=2[CH:31]=1.